This data is from Full USPTO retrosynthesis dataset with 1.9M reactions from patents (1976-2016). The task is: Predict the reactants needed to synthesize the given product. Given the product [ClH:41].[CH3:1][O:2][CH2:3][CH2:4][O:5][C:6]1[CH:7]=[C:8]2[C:13](=[CH:14][C:15]=1[O:16][CH2:17][CH2:18][O:19][CH3:20])[N:12]=[CH:11][N:10]=[C:9]2[O:21][C:22]1[CH:23]=[C:24]([NH:28][C:29]([NH:31][C:32]2[CH:36]=[C:35]([C:37]([CH3:40])([CH3:39])[CH3:38])[O:34][N:33]=2)=[O:30])[CH:25]=[CH:26][CH:27]=1, predict the reactants needed to synthesize it. The reactants are: [CH3:1][O:2][CH2:3][CH2:4][O:5][C:6]1[CH:7]=[C:8]2[C:13](=[CH:14][C:15]=1[O:16][CH2:17][CH2:18][O:19][CH3:20])[N:12]=[CH:11][N:10]=[C:9]2[O:21][C:22]1[CH:23]=[C:24]([NH:28][C:29]([NH:31][C:32]2[CH:36]=[C:35]([C:37]([CH3:40])([CH3:39])[CH3:38])[O:34][N:33]=2)=[O:30])[CH:25]=[CH:26][CH:27]=1.[ClH:41].CCOCC.